From a dataset of Full USPTO retrosynthesis dataset with 1.9M reactions from patents (1976-2016). Predict the reactants needed to synthesize the given product. (1) Given the product [CH3:1][C:2]1[C:3]([CH:13]=[O:14])=[CH:4][N:5]([S:38]([C:33]2[CH:34]=[CH:35][CH:36]=[CH:37][N:32]=2)(=[O:40])=[O:39])[C:6]=1[C:7]1[CH:12]=[CH:11][CH:10]=[CH:9][CH:8]=1, predict the reactants needed to synthesize it. The reactants are: [CH3:1][C:2]1[C:3]([CH:13]=[O:14])=[CH:4][NH:5][C:6]=1[C:7]1[CH:12]=[CH:11][CH:10]=[CH:9][CH:8]=1.[H-].[Na+].C1OCCOCCOCCOCCOC1.[N:32]1[CH:37]=[CH:36][CH:35]=[CH:34][C:33]=1[S:38](Cl)(=[O:40])=[O:39]. (2) Given the product [C:1]1([C:7]2([C:16]3[CH:17]=[CH:18][C:13]([OH:19])=[CH:14][CH:15]=3)[CH2:12][CH2:11][CH2:10][CH2:9][CH2:8]2)[CH:6]=[CH:5][CH:4]=[CH:3][CH:2]=1, predict the reactants needed to synthesize it. The reactants are: [C:1]1([C:7]2[CH2:12][CH2:11][CH2:10][CH2:9][CH:8]=2)[CH:6]=[CH:5][CH:4]=[CH:3][CH:2]=1.[C:13]1([OH:19])[CH:18]=[CH:17][CH:16]=[CH:15][CH:14]=1.B(F)(F)F.OP(O)(O)=O. (3) Given the product [CH3:1][O:2][CH2:3][C:4]([NH:6][C:7]1[CH:8]=[C:9]([C:13]2[N:14]=[C:15]([CH2:18][N:19]3[CH:23]=[C:22]([C:24]([OH:26])=[O:25])[CH:21]=[N:20]3)[S:16][CH:17]=2)[CH:10]=[CH:11][CH:12]=1)=[O:5], predict the reactants needed to synthesize it. The reactants are: [CH3:1][O:2][CH2:3][C:4]([NH:6][C:7]1[CH:8]=[C:9]([C:13]2[N:14]=[C:15]([CH2:18][N:19]3[CH:23]=[C:22]([C:24]([O:26]CC)=[O:25])[CH:21]=[N:20]3)[S:16][CH:17]=2)[CH:10]=[CH:11][CH:12]=1)=[O:5].[OH-].[Na+].Cl.